From a dataset of Tox21: 12 toxicity assays (nuclear receptors and stress response pathways). Binary classification across 12 toxicity assays. (1) The drug is Oc1ccc(Cl)c(Cl)c1. It tested positive (active) for: NR-ER-LBD (Estrogen Receptor Ligand Binding Domain agonist), SR-ARE (Antioxidant Response Element (oxidative stress)), and SR-MMP (Mitochondrial Membrane Potential disruption). (2) The compound is COC(C)(C)CCC[C@H](C)C/C=C/C(C)=C/C(=O)OC(C)C. It tested positive (active) for: SR-HSE (Heat Shock Element response). (3) The drug is Nc1ccccc1C(=O)OCCc1ccccc1. It tested positive (active) for: NR-AR (Androgen Receptor agonist activity), NR-AhR (Aryl hydrocarbon Receptor agonist activity), NR-ER (Estrogen Receptor agonist activity), and SR-ATAD5 (ATAD5 genotoxicity (DNA damage)). (4) The molecule is N=C1NC(=N)c2ccccc21. It tested positive (active) for: NR-AR-LBD (Androgen Receptor Ligand Binding Domain agonist), SR-ARE (Antioxidant Response Element (oxidative stress)), SR-ATAD5 (ATAD5 genotoxicity (DNA damage)), and SR-p53 (p53 tumor suppressor activation). (5) The drug is Clc1cc(Cl)c2c(c1)N=C1CCCCCN1C2. It tested positive (active) for: NR-ER (Estrogen Receptor agonist activity).